Dataset: Forward reaction prediction with 1.9M reactions from USPTO patents (1976-2016). Task: Predict the product of the given reaction. (1) Given the reactants [F:1][C:2]1([F:22])[CH2:7][CH2:6][CH:5]([CH2:8][NH:9][C:10]([C:12]2[C:20]3[C:15](=[CH:16][CH:17]=[CH:18][C:19]=3[Cl:21])[NH:14][CH:13]=2)=[O:11])[CH2:4][CH2:3]1.[CH:23]([N:26]1[CH2:29][CH2:28][C@H:27]1[CH2:30]O)([CH3:25])[CH3:24].C(P(=CC#N)(CCCC)CCCC)CCC, predict the reaction product. The product is: [Cl:21][C:19]1[CH:18]=[CH:17][CH:16]=[C:15]2[C:20]=1[C:12]([C:10]([NH:9][CH2:8][CH:5]1[CH2:6][CH2:7][C:2]([F:1])([F:22])[CH2:3][CH2:4]1)=[O:11])=[CH:13][N:14]2[CH2:30][C@@H:27]1[CH2:28][CH2:29][N:26]1[CH:23]([CH3:25])[CH3:24]. (2) Given the reactants [CH3:1][C:2]([CH3:18])([CH3:17])[C@@H:3]([OH:16])[CH2:4][C:5]1[O:6][C:7]([C:10]2[CH:15]=[CH:14][CH:13]=[CH:12][CH:11]=2)=[N:8][N:9]=1.[N:19]([C@@H:22]([CH2:27][CH2:28][CH2:29][CH3:30])[C:23]([O:25][CH3:26])=[O:24])=[C:20]=[O:21], predict the reaction product. The product is: [CH3:1][C:2]([CH3:18])([CH3:17])[C@@H:3]([O:16][C:20]([NH:19][C@@H:22]([CH2:27][CH2:28][CH2:29][CH3:30])[C:23]([O:25][CH3:26])=[O:24])=[O:21])[CH2:4][C:5]1[O:6][C:7]([C:10]2[CH:15]=[CH:14][CH:13]=[CH:12][CH:11]=2)=[N:8][N:9]=1.